Predict the reactants needed to synthesize the given product. From a dataset of Full USPTO retrosynthesis dataset with 1.9M reactions from patents (1976-2016). Given the product [F:1][C:2]1[CH:10]=[CH:9][C:8]([N+:11]([O-:13])=[O:12])=[C:4]([CH:3]=1)[C:5]([OH:7])=[O:6], predict the reactants needed to synthesize it. The reactants are: [F:1][C:2]1[CH:3]=[C:4]([CH:8]=[CH:9][CH:10]=1)[C:5]([OH:7])=[O:6].[N+:11]([O-])([OH:13])=[O:12].O.